From a dataset of Peptide-MHC class I binding affinity with 185,985 pairs from IEDB/IMGT. Regression. Given a peptide amino acid sequence and an MHC pseudo amino acid sequence, predict their binding affinity value. This is MHC class I binding data. (1) The peptide sequence is EVKTCIWPKS. The MHC is HLA-A32:01 with pseudo-sequence HLA-A32:01. The binding affinity (normalized) is 0.000903. (2) The peptide sequence is IVLLCYGGW. The MHC is HLA-B08:01 with pseudo-sequence HLA-B08:01. The binding affinity (normalized) is 0.0847.